Task: Predict which catalyst facilitates the given reaction.. Dataset: Catalyst prediction with 721,799 reactions and 888 catalyst types from USPTO (1) The catalyst class is: 2. Reactant: O[CH:2]1[N:6]([C:7]2[CH:12]=[CH:11][C:10]([I:13])=[CH:9][N:8]=2)[C:5](=[O:14])[CH2:4][C:3]1([CH3:16])[CH3:15].FC(F)(F)C(OC(=O)C(F)(F)F)=O.FC(F)(F)C(O)=O.C([SiH](CC)CC)C. Product: [I:13][C:10]1[CH:11]=[CH:12][C:7]([N:6]2[CH2:2][C:3]([CH3:15])([CH3:16])[CH2:4][C:5]2=[O:14])=[N:8][CH:9]=1. (2) Reactant: [OH:1][N:2]1[C:11](=[O:12])[CH:10]2[CH:5]([CH:6]3[CH2:13][CH:9]2[CH:8]=[CH:7]3)[C:3]1=[O:4].N1C=CC=CC=1.[Cl:20][CH2:21][CH2:22][S:23](Cl)(=[O:25])=[O:24].Cl. Product: [Cl:20][CH2:21][CH2:22][S:23]([O:1][N:2]1[C:11](=[O:12])[CH:10]2[CH:5]([CH:6]3[CH2:13][CH:9]2[CH:8]=[CH:7]3)[C:3]1=[O:4])(=[O:25])=[O:24]. The catalyst class is: 124. (3) Reactant: [Cl:1][C:2]1[CH:3]=[C:4]2[C:8](=[CH:9][CH:10]=1)[NH:7][CH:6]=[C:5]2[CH:11]=[O:12].C([O-])([O-])=O.[K+].[K+].Br[CH2:20][C:21]([O:23][C:24]([CH3:27])([CH3:26])[CH3:25])=[O:22]. Product: [C:24]([O:23][C:21](=[O:22])[CH2:20][N:7]1[C:8]2[C:4](=[CH:3][C:2]([Cl:1])=[CH:10][CH:9]=2)[C:5]([CH:11]=[O:12])=[CH:6]1)([CH3:27])([CH3:26])[CH3:25]. The catalyst class is: 161. (4) Reactant: [F:1][C:2]1[CH:7]=[CH:6][C:5]([C:8]2[O:9][C:10]3[CH:20]=[C:19]([N:21]([CH3:26])[S:22]([CH3:25])(=[O:24])=[O:23])[C:18]([C:27]4[CH:28]=[CH:29][C:30]5[N:31]=[CH:32][N:33]6[C:41]7[CH:40]=[CH:39][CH:38]=[C:37]([F:42])[C:36]=7[CH:35]=[C:34]6[C:43]=5[N:44]=4)=[CH:17][C:11]=3[C:12]=2[C:13]([NH:15][CH3:16])=[O:14])=[CH:4][CH:3]=1.[BH4-].[Na+].[NH4+].[Cl-]. Product: [F:42][C:37]1[C:36]2[CH:35]=[C:34]3[C:43]4[N:44]=[C:27]([C:18]5[C:19]([N:21]([CH3:26])[S:22]([CH3:25])(=[O:24])=[O:23])=[CH:20][C:10]6[O:9][C:8]([C:5]7[CH:4]=[CH:3][C:2]([F:1])=[CH:7][CH:6]=7)=[C:12]([C:13]([NH:15][CH3:16])=[O:14])[C:11]=6[CH:17]=5)[CH:28]=[CH:29][C:30]=4[NH:31][CH2:32][N:33]3[C:41]=2[CH:40]=[CH:39][CH:38]=1. The catalyst class is: 36. (5) Reactant: Cl[C:2]1[C:11]2[C:6](=[C:7]([F:14])[C:8]([O:12][CH3:13])=[CH:9][CH:10]=2)[CH:5]=[CH:4][N:3]=1.[F-:15].[Cs+]. Product: [F:15][C:2]1[C:11]2[C:6](=[C:7]([F:14])[C:8]([O:12][CH3:13])=[CH:9][CH:10]=2)[CH:5]=[CH:4][N:3]=1. The catalyst class is: 16. (6) Reactant: O1CCCC1.[NH2:6][C:7]1[C:16]2[C:11](=[CH:12][CH:13]=[CH:14][CH:15]=2)[CH:10]=[CH:9][C:8]=1[NH:17][C:18]1[CH:19]=[C:20]([CH:23]=[CH:24][CH:25]=1)[C:21]#[N:22].[C:26](Cl)(=[O:30])[C:27](Cl)=[O:28]. Product: [C:21]([C:20]1[CH:19]=[C:18]([N:17]2[C:8]3[CH:9]=[CH:10][C:11]4[CH:12]=[CH:13][CH:14]=[CH:15][C:16]=4[C:7]=3[NH:6][C:27](=[O:28])[C:26]2=[O:30])[CH:25]=[CH:24][CH:23]=1)#[N:22]. The catalyst class is: 5. (7) Reactant: [CH3:1][S:2]([O:5][C:6]1[CH:11]=[CH:10][C:9]([O:12]CC2C=CC=CC=2)=[CH:8][CH:7]=1)(=[O:4])=[O:3].B(F)(F)F.CCOCC.CSC. Product: [CH3:1][S:2]([O:5][C:6]1[CH:11]=[CH:10][C:9]([OH:12])=[CH:8][CH:7]=1)(=[O:4])=[O:3]. The catalyst class is: 2.